From a dataset of NCI-60 drug combinations with 297,098 pairs across 59 cell lines. Regression. Given two drug SMILES strings and cell line genomic features, predict the synergy score measuring deviation from expected non-interaction effect. (1) Drug 1: CC1=C(C(=CC=C1)Cl)NC(=O)C2=CN=C(S2)NC3=CC(=NC(=N3)C)N4CCN(CC4)CCO. Drug 2: C1C(C(OC1N2C=NC3=C2NC=NCC3O)CO)O. Cell line: RPMI-8226. Synergy scores: CSS=7.28, Synergy_ZIP=0.119, Synergy_Bliss=-2.78, Synergy_Loewe=2.78, Synergy_HSA=-6.28. (2) Drug 1: CN1CCC(CC1)COC2=C(C=C3C(=C2)N=CN=C3NC4=C(C=C(C=C4)Br)F)OC. Drug 2: B(C(CC(C)C)NC(=O)C(CC1=CC=CC=C1)NC(=O)C2=NC=CN=C2)(O)O. Cell line: LOX IMVI. Synergy scores: CSS=7.40, Synergy_ZIP=-3.95, Synergy_Bliss=-3.85, Synergy_Loewe=0.0303, Synergy_HSA=-1.59. (3) Drug 1: C1=CC(=CC=C1CCC2=CNC3=C2C(=O)NC(=N3)N)C(=O)NC(CCC(=O)O)C(=O)O. Drug 2: CC(C)(C#N)C1=CC(=CC(=C1)CN2C=NC=N2)C(C)(C)C#N. Cell line: NCIH23. Synergy scores: CSS=8.19, Synergy_ZIP=0.227, Synergy_Bliss=3.56, Synergy_Loewe=4.65, Synergy_HSA=4.85. (4) Drug 1: CCCS(=O)(=O)NC1=C(C(=C(C=C1)F)C(=O)C2=CNC3=C2C=C(C=N3)C4=CC=C(C=C4)Cl)F. Drug 2: CC(C)(C#N)C1=CC(=CC(=C1)CN2C=NC=N2)C(C)(C)C#N. Cell line: NCI-H322M. Synergy scores: CSS=3.57, Synergy_ZIP=3.73, Synergy_Bliss=4.76, Synergy_Loewe=2.08, Synergy_HSA=-1.26. (5) Drug 1: COC1=NC(=NC2=C1N=CN2C3C(C(C(O3)CO)O)O)N. Drug 2: C(CC(=O)O)C(=O)CN.Cl. Cell line: 786-0. Synergy scores: CSS=20.5, Synergy_ZIP=-3.41, Synergy_Bliss=4.23, Synergy_Loewe=1.65, Synergy_HSA=2.65. (6) Drug 1: C1C(C(OC1N2C=NC3=C(N=C(N=C32)Cl)N)CO)O. Drug 2: COC1=NC(=NC2=C1N=CN2C3C(C(C(O3)CO)O)O)N. Cell line: SNB-75. Synergy scores: CSS=-3.07, Synergy_ZIP=0.578, Synergy_Bliss=-1.12, Synergy_Loewe=-2.91, Synergy_HSA=-2.46. (7) Drug 1: CN1CCC(CC1)COC2=C(C=C3C(=C2)N=CN=C3NC4=C(C=C(C=C4)Br)F)OC. Drug 2: C1CCC(C(C1)N)N.C(=O)(C(=O)[O-])[O-].[Pt+4]. Cell line: SNB-19. Synergy scores: CSS=22.0, Synergy_ZIP=-4.98, Synergy_Bliss=3.65, Synergy_Loewe=-7.02, Synergy_HSA=4.15. (8) Drug 1: CCC1=CC2CC(C3=C(CN(C2)C1)C4=CC=CC=C4N3)(C5=C(C=C6C(=C5)C78CCN9C7C(C=CC9)(C(C(C8N6C)(C(=O)OC)O)OC(=O)C)CC)OC)C(=O)OC.C(C(C(=O)O)O)(C(=O)O)O. Drug 2: C1C(C(OC1N2C=C(C(=O)NC2=O)F)CO)O. Cell line: A498. Synergy scores: CSS=34.3, Synergy_ZIP=-6.47, Synergy_Bliss=-5.47, Synergy_Loewe=0.0199, Synergy_HSA=1.09.